This data is from Catalyst prediction with 721,799 reactions and 888 catalyst types from USPTO. The task is: Predict which catalyst facilitates the given reaction. (1) The catalyst class is: 10. Product: [Cl:1][C:2]1[CH:8]=[CH:7][C:5]([NH:6][CH2:18][CH2:17][CH2:16][OH:15])=[CH:4][CH:3]=1. Reactant: [Cl:1][C:2]1[CH:8]=[CH:7][C:5]([NH2:6])=[CH:4][CH:3]=1.F[B-](F)(F)F.[Li+].[O:15]1[CH2:18][CH2:17][CH2:16]1.C(=O)(O)[O-].[Na+]. (2) Reactant: [Cl:1][C:2]1[CH:7]=[CH:6][C:5]([C:8]2[CH:13]=[CH:12][C:11]([NH:14][C:15]([NH:17][C:18]3[CH:23]=[CH:22][C:21]([O:24][C:25]4[CH:30]=[CH:29][N:28]=[C:27]([NH:31][CH2:32][CH2:33][CH2:34][CH2:35][N:36]([CH3:38])[CH3:37])[N:26]=4)=[CH:20][C:19]=3C)=[O:16])=[CH:10][C:9]=2[C:40]([F:43])([F:42])[F:41])=[CH:4][CH:3]=1.NC1C=CC(OC2C=CN=C(NCCCCN(C)C)N=2)=CC=1. The catalyst class is: 61. Product: [Cl:1][C:2]1[CH:7]=[CH:6][C:5]([C:8]2[CH:13]=[CH:12][C:11]([NH:14][C:15]([NH:17][C:18]3[CH:19]=[CH:20][C:21]([O:24][C:25]4[CH:30]=[CH:29][N:28]=[C:27]([NH:31][CH2:32][CH2:33][CH2:34][CH2:35][N:36]([CH3:38])[CH3:37])[N:26]=4)=[CH:22][CH:23]=3)=[O:16])=[CH:10][C:9]=2[C:40]([F:42])([F:41])[F:43])=[CH:4][CH:3]=1. (3) Reactant: [C:1]([O:5][C:6]([N:8]1[CH2:13][CH2:12][CH:11]([NH:14][C:15]2[CH:20]=[CH:19][CH:18]=[CH:17][C:16]=2[N+:21]([O-])=O)[CH2:10][CH2:9]1)=[O:7])([CH3:4])([CH3:3])[CH3:2]. Product: [C:1]([O:5][C:6]([N:8]1[CH2:13][CH2:12][CH:11]([NH:14][C:15]2[CH:20]=[CH:19][CH:18]=[CH:17][C:16]=2[NH2:21])[CH2:10][CH2:9]1)=[O:7])([CH3:4])([CH3:2])[CH3:3]. The catalyst class is: 19. (4) Reactant: [C:1]([C:3]1[CH:11]=[CH:10][CH:9]=[CH:8][C:4]=1[C:5]([OH:7])=O)#[N:2].Cl.[Cl:13][C:14]1[CH:27]=[CH:26][C:17]([C:18]([CH:20]2[CH2:25][CH2:24][NH:23][CH2:22][CH2:21]2)=[O:19])=[CH:16][CH:15]=1.CN1CCOCC1.O.[Cl-].COC1N=C(OC)N=C([N+]2(C)CCOCC2)N=1.Cl. Product: [C:1]([C:3]1[CH:11]=[CH:10][CH:9]=[CH:8][C:4]=1[C:5]([N:23]1[CH2:24][CH2:25][CH:20]([C:18](=[O:19])[C:17]2[CH:16]=[CH:15][C:14]([Cl:13])=[CH:27][CH:26]=2)[CH2:21][CH2:22]1)=[O:7])#[N:2]. The catalyst class is: 1.